Dataset: Full USPTO retrosynthesis dataset with 1.9M reactions from patents (1976-2016). Task: Predict the reactants needed to synthesize the given product. (1) Given the product [Cl:34][C:35]1[CH:40]=[C:39]([Cl:41])[CH:38]=[CH:37][C:36]=1[S:42]([NH:27][CH2:26][CH2:25][CH2:24][C:14]1[CH:15]=[CH:16][C:17]([O:19][CH2:20][CH2:21][O:22][CH3:23])=[CH:18][C:13]=1[O:12][C:3]1[C:2]([Cl:1])=[CH:7][C:6]([C:8]([F:9])([F:11])[F:10])=[CH:5][N:4]=1)(=[O:44])=[O:43], predict the reactants needed to synthesize it. The reactants are: [Cl:1][C:2]1[C:3]([O:12][C:13]2[CH:18]=[C:17]([O:19][CH2:20][CH2:21][O:22][CH3:23])[CH:16]=[CH:15][C:14]=2[CH2:24][CH2:25][CH2:26][NH2:27])=[N:4][CH:5]=[C:6]([C:8]([F:11])([F:10])[F:9])[CH:7]=1.N1C=CC=CC=1.[Cl:34][C:35]1[CH:40]=[C:39]([Cl:41])[CH:38]=[CH:37][C:36]=1[S:42](Cl)(=[O:44])=[O:43].[Cl-].[NH4+]. (2) Given the product [C:1]([C:5]1[CH:9]=[C:8]([NH:10][C:11]([NH:13][C:14]2[CH:19]=[C:18]([C:20]3[C:31](=[O:32])[N:30]([CH3:33])[C:23]4[N:24]=[C:25]([NH:38][CH3:37])[N:26]=[CH:27][C:22]=4[CH:21]=3)[C:17]([Cl:34])=[CH:16][C:15]=2[F:35])=[O:12])[N:7]([CH3:36])[N:6]=1)([CH3:4])([CH3:3])[CH3:2], predict the reactants needed to synthesize it. The reactants are: [C:1]([C:5]1[CH:9]=[C:8]([NH:10][C:11]([NH:13][C:14]2[CH:19]=[C:18]([C:20]3[C:31](=[O:32])[N:30]([CH3:33])[C:23]4[N:24]=[C:25](SC)[N:26]=[CH:27][C:22]=4[CH:21]=3)[C:17]([Cl:34])=[CH:16][C:15]=2[F:35])=[O:12])[N:7]([CH3:36])[N:6]=1)([CH3:4])([CH3:3])[CH3:2].[CH3:37][NH2:38].C1COCC1.